Dataset: Full USPTO retrosynthesis dataset with 1.9M reactions from patents (1976-2016). Task: Predict the reactants needed to synthesize the given product. (1) The reactants are: [Cl-].[OH:2][CH2:3][CH:4]([NH3+])[C:5]([O:7][CH3:8])=[O:6].C([O-])(O)=O.[Na+].[CH3:27][C:26]([O:25][C:23](O[C:23]([O:25][C:26]([CH3:29])([CH3:28])[CH3:27])=[O:24])=[O:24])([CH3:29])[CH3:28]. Given the product [C:26]([O:25][C:23]([CH:4]([CH2:3][OH:2])[C:5]([O:7][CH3:8])=[O:6])=[O:24])([CH3:27])([CH3:28])[CH3:29], predict the reactants needed to synthesize it. (2) Given the product [Cl:1][C:2]1[CH:3]=[CH:4][C:5]([CH3:38])=[C:6]([N:8]2[C:15](=[O:16])[C:14]3[CH:13]=[C:12]([C:17]4[CH:18]=[C:19]([CH:23]=[CH:24][C:25]=4[O:26][CH3:27])[C:20]([NH:45][CH2:44][CH2:43][S:40]([CH3:39])(=[O:42])=[O:41])=[O:22])[N:11]([CH:28]([CH3:30])[CH3:29])[C:10]=3[CH:9]2[C:31]2[CH:32]=[CH:33][C:34]([Cl:37])=[CH:35][CH:36]=2)[CH:7]=1, predict the reactants needed to synthesize it. The reactants are: [Cl:1][C:2]1[CH:3]=[CH:4][C:5]([CH3:38])=[C:6]([N:8]2[C:15](=[O:16])[C:14]3[CH:13]=[C:12]([C:17]4[CH:18]=[C:19]([CH:23]=[CH:24][C:25]=4[O:26][CH3:27])[C:20]([OH:22])=O)[N:11]([CH:28]([CH3:30])[CH3:29])[C:10]=3[CH:9]2[C:31]2[CH:36]=[CH:35][C:34]([Cl:37])=[CH:33][CH:32]=2)[CH:7]=1.[CH3:39][S:40]([CH2:43][CH2:44][NH2:45])(=[O:42])=[O:41].CCN=C=NCCCN(C)C.Cl.C1C=CC2N(O)N=NC=2C=1.CCN(CC)CC. (3) Given the product [C:50]1([CH:25]([C:19]2[CH:20]=[CH:21][CH:22]=[CH:23][CH:24]=2)[O:26][C:27]2[CH:32]=[CH:31][C:30]([C:33]3[N:37]([CH:38]4[CH2:43][CH2:42][CH2:41][CH2:40][CH2:39]4)[C:36]4[CH:44]=[CH:45][C:46]([C:48]5[NH:49][N:7]=[N:6][N:5]=5)=[CH:47][C:35]=4[N:34]=3)=[CH:29][CH:28]=2)[CH:51]=[CH:52][CH:53]=[CH:54][CH:55]=1, predict the reactants needed to synthesize it. The reactants are: [Cl-].[Cl-].[Cl-].[Al+3].[N-:5]=[N+:6]=[N-:7].[Na+].[N-]=[N+]=[N-].[Al+3].[N-]=[N+]=[N-].[N-]=[N+]=[N-].[C:19]1([CH:25]([C:50]2[CH:55]=[CH:54][CH:53]=[CH:52][CH:51]=2)[O:26][C:27]2[CH:32]=[CH:31][C:30]([C:33]3[N:37]([CH:38]4[CH2:43][CH2:42][CH2:41][CH2:40][CH2:39]4)[C:36]4[CH:44]=[CH:45][C:46]([C:48]#[N:49])=[CH:47][C:35]=4[N:34]=3)=[CH:29][CH:28]=2)[CH:24]=[CH:23][CH:22]=[CH:21][CH:20]=1. (4) Given the product [Br:1][C:2]1[CH:3]=[CH:4][C:5]2[S:9](=[O:10])(=[O:11])[NH:8][CH2:7][C:6]=2[CH:13]=1, predict the reactants needed to synthesize it. The reactants are: [Br:1][C:2]1[CH:3]=[CH:4][C:5]2[S:9](=[O:11])(=[O:10])[NH:8][C:7](=O)[C:6]=2[CH:13]=1. (5) Given the product [S:15]([O:1][CH2:2][CH2:3][C:4]([P:7](=[O:14])([O:11][CH2:12][CH3:13])[O:8][CH2:9][CH3:10])([F:6])[F:5])([C:18]1[CH:24]=[CH:23][C:21]([CH3:22])=[CH:20][CH:19]=1)(=[O:17])=[O:16], predict the reactants needed to synthesize it. The reactants are: [OH:1][CH2:2][CH2:3][C:4]([P:7](=[O:14])([O:11][CH2:12][CH3:13])[O:8][CH2:9][CH3:10])([F:6])[F:5].[S:15](Cl)([C:18]1[CH:24]=[CH:23][C:21]([CH3:22])=[CH:20][CH:19]=1)(=[O:17])=[O:16]. (6) Given the product [F:22][C:23]1[CH:40]=[CH:39][C:26]2[S:27][C:28]([C:2]3[N:6]4[N:7]=[C:8]([NH:11][C@H:12]5[CH2:17][CH2:16][C@H:15]([OH:18])[CH2:14][CH2:13]5)[CH:9]=[CH:10][C:5]4=[N:4][CH:3]=3)=[CH:29][C:25]=2[CH:24]=1, predict the reactants needed to synthesize it. The reactants are: Br[C:2]1[N:6]2[N:7]=[C:8]([NH:11][C:12]3[CH:17]=[CH:16][C:15]([O:18]C)=[C:14](OC)[CH:13]=3)[CH:9]=[CH:10][C:5]2=[N:4][CH:3]=1.[F:22][C:23]1[CH:40]=[CH:39][C:26]2[S:27][C:28](B3OC(C)(C)C(C)(C)O3)=[CH:29][C:25]=2[CH:24]=1.C(=O)([O-])[O-].[Na+].[Na+]. (7) Given the product [OH:1][C:2]1[CH:3]=[C:4]([CH:9]=[C:10]([OH:13])[C:11]=1[OH:12])[C:5]([O:7][CH2:8][CH2:5][CH2:4][CH2:3][CH2:2][CH2:11][CH2:10][CH3:9])=[O:6], predict the reactants needed to synthesize it. The reactants are: [OH:1][C:2]1[CH:3]=[C:4]([CH:9]=[C:10]([OH:13])[C:11]=1[OH:12])[C:5]([O:7][CH3:8])=[O:6]. (8) Given the product [CH3:38][S:39]([O:29][C@@H:25]1[C@@H:26]([CH3:28])[CH2:27][N:22]([C:21]2[CH:20]=[CH:19][N:18]=[CH:17][C:16]=2[N:8]([C:9]([O:10][C:11]([CH3:14])([CH3:13])[CH3:12])=[O:15])[C:6]([O:5][C:1]([CH3:2])([CH3:3])[CH3:4])=[O:7])[CH2:23][C@H:24]1[NH:30][C:31]([O:33][C:34]([CH3:36])([CH3:35])[CH3:37])=[O:32])(=[O:41])=[O:40], predict the reactants needed to synthesize it. The reactants are: [C:1]([O:5][C:6]([N:8]([C:16]1[CH:17]=[N:18][CH:19]=[CH:20][C:21]=1[N:22]1[CH2:27][C@H:26]([CH3:28])[C@@H:25]([OH:29])[C@H:24]([NH:30][C:31]([O:33][C:34]([CH3:37])([CH3:36])[CH3:35])=[O:32])[CH2:23]1)[C:9](=[O:15])[O:10][C:11]([CH3:14])([CH3:13])[CH3:12])=[O:7])([CH3:4])([CH3:3])[CH3:2].[CH3:38][S:39](Cl)(=[O:41])=[O:40].